Dataset: Reaction yield outcomes from USPTO patents with 853,638 reactions. Task: Predict the reaction yield, written as a fraction of the theoretical maximum amount of product (1.0 means a 100% yield; for example, 0.34 means a 34% yield). (1) The reactants are C[Si]([C:5]#[N:6])(C)C.[NH2:7][C:8]1[CH:17]=[CH:16][C:15]2[C:10](=[CH:11][CH:12]=[CH:13][CH:14]=2)[CH:9]=1.[C:18]1(=O)[CH2:21][CH2:20][CH2:19]1. The catalyst is ClCCl. The product is [CH:9]1[C:10]2[C:15](=[CH:14][CH:13]=[CH:12][CH:11]=2)[CH:16]=[CH:17][C:8]=1[NH:7][C:18]1([C:5]#[N:6])[CH2:21][CH2:20][CH2:19]1. The yield is 0.940. (2) The catalyst is C1COCC1.O.[Os](=O)(=O)(=O)=O. The reactants are [F:1][C:2]1[C:3]([NH:20][C:21]2[CH:26]=[CH:25][C:24]([I:27])=[CH:23][C:22]=2[F:28])=[C:4]([NH:10][S:11]([C:14]2([CH2:17]C=C)[CH2:16][CH2:15]2)(=[O:13])=[O:12])[C:5]([F:9])=[CH:6][C:7]=1[F:8].C[N+]1([O-])CC[O:33]CC1.CCO[C:40]([CH3:42])=[O:41]. The yield is 0.750. The product is [OH:33][CH:42]([CH2:40][OH:41])[CH2:17][C:14]1([S:11]([NH:10][C:4]2[C:5]([F:9])=[CH:6][C:7]([F:8])=[C:2]([F:1])[C:3]=2[NH:20][C:21]2[CH:26]=[CH:25][C:24]([I:27])=[CH:23][C:22]=2[F:28])(=[O:13])=[O:12])[CH2:16][CH2:15]1. (3) The reactants are [Cl:1][C:2]1[CH:3]=[N:4][N:5]([CH3:16])[C:6]=1[C:7]1[CH:8]=[C:9]([C:13]([OH:15])=O)[S:10][C:11]=1[CH3:12].[NH2:17][C@@H:18]([CH2:31][C:32]1[CH:37]=[C:36]([F:38])[CH:35]=[CH:34][C:33]=1[F:39])[CH2:19][N:20]1[C:28](=[O:29])[C:27]2[C:22](=[CH:23][CH:24]=[CH:25][CH:26]=2)[C:21]1=[O:30].FC1C=CC=C(F)C=1C[C@@H](C(O)=O)N.C1CN([P+](Br)(N2CCCC2)N2CCCC2)CC1.F[P-](F)(F)(F)(F)F.CCN(C(C)C)C(C)C. The catalyst is C(Cl)(Cl)Cl. The product is [Cl:1][C:2]1[CH:3]=[N:4][N:5]([CH3:16])[C:6]=1[C:7]1[CH:8]=[C:9]([C:13]([NH:17][C@H:18]([CH2:19][N:20]2[C:28](=[O:29])[C:27]3[C:22](=[CH:23][CH:24]=[CH:25][CH:26]=3)[C:21]2=[O:30])[CH2:31][C:32]2[CH:37]=[C:36]([F:38])[CH:35]=[CH:34][C:33]=2[F:39])=[O:15])[S:10][C:11]=1[CH3:12]. The yield is 0.520. (4) The reactants are C(OC([N:8]1[CH2:13][CH2:12][CH2:11][CH2:10][C@H:9]1[CH2:14][CH2:15][O:16][C:17]1[CH:22]=[CH:21][CH:20]=[C:19]([O:23][C:24]2[CH:29]=[CH:28][CH:27]=[CH:26][CH:25]=2)[CH:18]=1)=O)(C)(C)C.[ClH:30]. The catalyst is O1CCOCC1. The product is [ClH:30].[O:23]([C:19]1[CH:18]=[C:17]([CH:22]=[CH:21][CH:20]=1)[O:16][CH2:15][CH2:14][C@@H:9]1[CH2:10][CH2:11][CH2:12][CH2:13][NH:8]1)[C:24]1[CH:25]=[CH:26][CH:27]=[CH:28][CH:29]=1. The yield is 0.890. (5) The reactants are [Cl:1][C:2]1[C:10]([F:11])=[C:9]2[C:5]([C:6](SC3C=CC=C(C(OCC)=O)C=3F)=[C:7](C3CC3)[N:8]2[C:12]2C=N[N:15]([CH2:17][CH2:18][CH2:19]C(O)=O)[CH:16]=2)=[CH:4][CH:3]=1.BrC1C=NC=CC=1.CNCCNC.[O-]P([O-])([O-])=O.[K+].[K+].[K+]. The catalyst is C1(C)C=CC=CC=1.[Cu]I. The product is [Cl:1][C:2]1[C:10]([F:11])=[C:9]2[C:5]([CH:6]=[CH:7][N:8]2[C:12]2[CH:16]=[N:15][CH:17]=[CH:18][CH:19]=2)=[CH:4][CH:3]=1. The yield is 0.690. (6) The reactants are [F:1][C:2]1[CH:3]=[CH:4][C:5]([N+:16]([O-])=O)=[C:6]([NH:8][C:9](=[O:15])[O:10][C:11]([CH3:14])([CH3:13])[CH3:12])[CH:7]=1. The catalyst is [Ni].C1COCC1. The product is [NH2:16][C:5]1[CH:4]=[CH:3][C:2]([F:1])=[CH:7][C:6]=1[NH:8][C:9](=[O:15])[O:10][C:11]([CH3:13])([CH3:12])[CH3:14]. The yield is 0.730. (7) The reactants are [CH2:1]([O:3][C:4](=[O:7])[CH:5]=O)[CH3:2].[CH2:8]([NH:13][NH2:14])[CH2:9][CH2:10][CH2:11][CH3:12]. The catalyst is C(O)C. The product is [CH2:1]([O:3][C:4](=[O:7])[CH:5]=[N:14][NH:13][CH2:8][CH2:9][CH2:10][CH2:11][CH3:12])[CH3:2]. The yield is 0.930.